Dataset: Forward reaction prediction with 1.9M reactions from USPTO patents (1976-2016). Task: Predict the product of the given reaction. (1) Given the reactants [H-].[Na+].[S:3]1[CH:7]=[CH:6][CH:5]=[C:4]1[CH2:8][OH:9].[CH2:10](Br)[C:11]1[CH:16]=[CH:15][CH:14]=[CH:13][CH:12]=1, predict the reaction product. The product is: [CH2:10]([O:9][CH2:8][C:4]1[S:3][CH:7]=[CH:6][CH:5]=1)[C:11]1[CH:16]=[CH:15][CH:14]=[CH:13][CH:12]=1. (2) Given the reactants Cl.[CH2:2]([O:9][C:10]1[CH:19]=[CH:18][CH:17]=[C:16]2[C:11]=1[CH2:12][CH2:13][CH2:14][CH:15]2[C:20]([N:22]([C:29]1[CH:30]=[N:31][C:32]([CH:35]([CH3:37])[CH3:36])=[CH:33][CH:34]=1)[CH2:23][C:24]1[CH:25]=[N:26][NH:27][CH:28]=1)=[O:21])[C:3]1[CH:8]=[CH:7][CH:6]=[CH:5][CH:4]=1.[Cl:38][C:39]1[CH:40]=[C:41]([CH:44]=[CH:45][CH:46]=1)[CH2:42]Cl, predict the reaction product. The product is: [CH2:2]([O:9][C:10]1[CH:19]=[CH:18][CH:17]=[C:16]2[C:11]=1[CH2:12][CH2:13][CH2:14][CH:15]2[C:20]([N:22]([CH2:23][C:24]1[CH:25]=[N:26][N:27]([CH2:42][C:41]2[CH:44]=[CH:45][CH:46]=[C:39]([Cl:38])[CH:40]=2)[CH:28]=1)[C:29]1[CH:30]=[N:31][C:32]([CH:35]([CH3:37])[CH3:36])=[CH:33][CH:34]=1)=[O:21])[C:3]1[CH:8]=[CH:7][CH:6]=[CH:5][CH:4]=1. (3) Given the reactants C([O:4][C:5]1[CH:14]=[C:13]([CH2:15]Br)[C:12]([C:17]([F:20])([F:19])[F:18])=[CH:11][C:6]=1[C:7]([O:9][CH3:10])=[O:8])(=O)C.C(N(CC)CC)C.[NH:28]1[CH2:33][CH2:32][O:31][CH2:30][CH2:29]1, predict the reaction product. The product is: [OH:4][C:5]1[CH:14]=[C:13]([CH2:15][N:28]2[CH2:33][CH2:32][O:31][CH2:30][CH2:29]2)[C:12]([C:17]([F:18])([F:19])[F:20])=[CH:11][C:6]=1[C:7]([O:9][CH3:10])=[O:8]. (4) Given the reactants [F:1][C:2]([F:22])([F:21])[C:3]1[CH:4]=[C:5]([C:9]2[CH:10]=[CH:11][C:12]3[N:18]4[CH2:19][C@@H:15]([CH2:16][CH2:17]4)[NH:14][C:13]=3[N:20]=2)[CH:6]=[CH:7][CH:8]=1.Cl[C:24](Cl)([O:26]C(=O)OC(Cl)(Cl)Cl)Cl.[CH3:35][C:36]1([CH3:50])[O:40][C@@H:39]([CH2:41][O:42][C:43]2[CH:48]=[CH:47][N:46]=[C:45]([NH2:49])[CH:44]=2)[CH2:38][O:37]1.O, predict the reaction product. The product is: [CH3:35][C:36]1([CH3:50])[O:40][C@@H:39]([CH2:41][O:42][C:43]2[CH:48]=[CH:47][N:46]=[C:45]([NH:49][C:24]([N:14]3[C@@H:15]4[CH2:19][N:18]([CH2:17][CH2:16]4)[C:12]4[CH:11]=[CH:10][C:9]([C:5]5[CH:6]=[CH:7][CH:8]=[C:3]([C:2]([F:21])([F:1])[F:22])[CH:4]=5)=[N:20][C:13]3=4)=[O:26])[CH:44]=2)[CH2:38][O:37]1. (5) Given the reactants [Cl:1][C:2]1[N:3]([C@@H:15]2[O:21][C@H:20]([CH2:22][OH:23])[C@@H:18]([OH:19])[C@H:16]2[OH:17])[C:4]2[C:9]([C:10]=1[CH:11]=O)=[CH:8][C:7]([Cl:13])=[C:6]([Cl:14])[CH:5]=2.Cl.[O:25]([NH2:27])[CH3:26].C(=O)(O)[O-].[Na+].CO.O, predict the reaction product. The product is: [Cl:1][CH:2]1[C:10](=[C:11]=[N:27][O:25][CH3:26])[C:9]2[C:4](=[CH:5][C:6]([Cl:14])=[C:7]([Cl:13])[CH:8]=2)[N:3]1[C@@H:15]1[O:21][C@H:20]([CH2:22][OH:23])[C@@H:18]([OH:19])[C@H:16]1[OH:17].